This data is from NCI-60 drug combinations with 297,098 pairs across 59 cell lines. The task is: Regression. Given two drug SMILES strings and cell line genomic features, predict the synergy score measuring deviation from expected non-interaction effect. (1) Drug 1: C1=CC(=C(C=C1I)F)NC2=C(C=CC(=C2F)F)C(=O)NOCC(CO)O. Drug 2: CCC1=C2N=C(C=C(N2N=C1)NCC3=C[N+](=CC=C3)[O-])N4CCCCC4CCO. Cell line: NCI-H460. Synergy scores: CSS=56.2, Synergy_ZIP=-2.53, Synergy_Bliss=-1.66, Synergy_Loewe=-1.77, Synergy_HSA=1.16. (2) Drug 1: C1CN1P(=S)(N2CC2)N3CC3. Drug 2: C(CC(=O)O)C(=O)CN.Cl. Cell line: CCRF-CEM. Synergy scores: CSS=38.6, Synergy_ZIP=-6.78, Synergy_Bliss=-7.27, Synergy_Loewe=-14.8, Synergy_HSA=-5.32.